Regression. Given two drug SMILES strings and cell line genomic features, predict the synergy score measuring deviation from expected non-interaction effect. From a dataset of NCI-60 drug combinations with 297,098 pairs across 59 cell lines. Drug 1: C1=NC2=C(N=C(N=C2N1C3C(C(C(O3)CO)O)O)F)N. Drug 2: CCC1(CC2CC(C3=C(CCN(C2)C1)C4=CC=CC=C4N3)(C5=C(C=C6C(=C5)C78CCN9C7C(C=CC9)(C(C(C8N6C)(C(=O)OC)O)OC(=O)C)CC)OC)C(=O)OC)O.OS(=O)(=O)O. Cell line: SK-MEL-5. Synergy scores: CSS=1.25, Synergy_ZIP=-1.96, Synergy_Bliss=-0.724, Synergy_Loewe=-1.29, Synergy_HSA=-1.25.